This data is from Forward reaction prediction with 1.9M reactions from USPTO patents (1976-2016). The task is: Predict the product of the given reaction. (1) Given the reactants [CH3:1][NH:2][C:3]([C:5]1[N:6]([CH3:16])[N:7]=[C:8]2[C:13]=1[CH:12]=[C:11]([O:14]C)[CH:10]=[CH:9]2)=[O:4], predict the reaction product. The product is: [CH3:1][NH:2][C:3]([C:5]1[N:6]([CH3:16])[N:7]=[C:8]2[C:13]=1[CH:12]=[C:11]([OH:14])[CH:10]=[CH:9]2)=[O:4]. (2) Given the reactants [CH:1](NC(C)C)(C)C.[Cl:8][C:9]1[CH:14]=[CH:13][C:12]([CH:15]([CH:20]2[CH2:24][CH2:23][CH2:22][CH2:21]2)[C:16]([O:18][CH3:19])=[O:17])=[CH:11][CH:10]=1.CI, predict the reaction product. The product is: [Cl:8][C:9]1[CH:10]=[CH:11][C:12]([C:15]([CH:20]2[CH2:24][CH2:23][CH2:22][CH2:21]2)([CH3:1])[C:16]([O:18][CH3:19])=[O:17])=[CH:13][CH:14]=1. (3) The product is: [CH2:11]([O:10][C:8](=[O:9])[C:7]([NH:6][C:3](=[O:5])[CH3:4])([CH:19]1[CH2:28][CH2:27][C:26]2[C:21](=[CH:22][CH:23]=[C:24]([CH2:29][CH2:30][CH2:31][CH2:32][CH2:33][CH2:34][CH2:35][CH3:36])[CH:25]=2)[C:20]1=[O:37])[C:13]([O:15][CH2:16][CH3:17])=[O:14])[CH3:12]. Given the reactants [H-].[Na+].[C:3]([NH:6][CH:7]([C:13]([O:15][CH2:16][CH3:17])=[O:14])[C:8]([O:10][CH2:11][CH3:12])=[O:9])(=[O:5])[CH3:4].Br[CH:19]1[CH2:28][CH2:27][C:26]2[C:21](=[CH:22][CH:23]=[C:24]([CH2:29][CH2:30][CH2:31][CH2:32][CH2:33][CH2:34][CH2:35][CH3:36])[CH:25]=2)[C:20]1=[O:37], predict the reaction product. (4) Given the reactants [O:1]1[C:5]2[CH:6]=[CH:7][CH:8]=[CH:9][C:4]=2[CH:3]=[C:2]1[CH:10]=[N:11][S:12]([C:15]1[CH:25]=[CH:24][C:18]2[O:19][CH2:20][CH2:21][CH2:22][O:23][C:17]=2[CH:16]=1)(=[O:14])=[O:13].O1CCCC1.Br[Mg][C:33]1[CH:38]=[CH:37][CH:36]=[CH:35][C:34]=1[CH2:39][CH3:40], predict the reaction product. The product is: [O:1]1[C:5]2[CH:6]=[CH:7][CH:8]=[CH:9][C:4]=2[CH:3]=[C:2]1[CH:10]([C:33]1[CH:38]=[CH:37][CH:36]=[CH:35][C:34]=1[CH2:39][CH3:40])[NH:11][S:12]([C:15]1[CH:25]=[CH:24][C:18]2[O:19][CH2:20][CH2:21][CH2:22][O:23][C:17]=2[CH:16]=1)(=[O:13])=[O:14]. (5) Given the reactants [CH3:1][O:2][C:3]1[CH:11]=[CH:10][C:6]2[S:7][CH:8]=[CH:9][C:5]=2[CH:4]=1.[Li]CCCC.[CH3:17][N:18]1[CH:22]2[CH2:23][C:24]([CH2:26][CH:19]1[CH2:20][CH2:21]2)=O, predict the reaction product. The product is: [CH3:1][O:2][C:3]1[CH:11]=[CH:10][C:6]2[S:7][C:8]([C:24]3[CH2:23][CH:22]4[N:18]([CH3:17])[CH:19]([CH2:20][CH2:21]4)[CH:26]=3)=[CH:9][C:5]=2[CH:4]=1. (6) Given the reactants [Cl:1][C:2]1[CH:7]=[C:6]([N+:8]([O-])=O)[CH:5]=[CH:4][C:3]=1[S:11][C:12]1[CH:17]=[CH:16][CH:15]=[CH:14][CH:13]=1.[Cl-].[NH4+].CO, predict the reaction product. The product is: [Cl:1][C:2]1[CH:7]=[C:6]([CH:5]=[CH:4][C:3]=1[S:11][C:12]1[CH:17]=[CH:16][CH:15]=[CH:14][CH:13]=1)[NH2:8]. (7) Given the reactants [C:1](#[N:5])[CH2:2][C:3]#[N:4].[CH2:6]([O:8][C:9](OCC)(OCC)[CH2:10][CH3:11])[CH3:7], predict the reaction product. The product is: [CH2:6]([O:8][C:9](=[C:2]([C:1]#[N:5])[C:3]#[N:4])[CH2:10][CH3:11])[CH3:7].